From a dataset of NCI-60 drug combinations with 297,098 pairs across 59 cell lines. Regression. Given two drug SMILES strings and cell line genomic features, predict the synergy score measuring deviation from expected non-interaction effect. Drug 1: COC1=CC(=CC(=C1O)OC)C2C3C(COC3=O)C(C4=CC5=C(C=C24)OCO5)OC6C(C(C7C(O6)COC(O7)C8=CC=CS8)O)O. Drug 2: CC1=C(C(=CC=C1)Cl)NC(=O)C2=CN=C(S2)NC3=CC(=NC(=N3)C)N4CCN(CC4)CCO. Cell line: MDA-MB-231. Synergy scores: CSS=49.9, Synergy_ZIP=0.248, Synergy_Bliss=3.28, Synergy_Loewe=5.47, Synergy_HSA=7.91.